From a dataset of Catalyst prediction with 721,799 reactions and 888 catalyst types from USPTO. Predict which catalyst facilitates the given reaction. (1) Reactant: [Cl:1][C:2]1[CH:3]=[CH:4][C:5]2[N:6]([C:8]([S:11]([OH:14])(=[O:13])=O)=[CH:9][N:10]=2)[N:7]=1.C(N(CC)CC)C.[NH:22]1[CH2:27][CH2:26][O:25][CH2:24][CH2:23]1. Product: [Cl:1][C:2]1[CH:3]=[CH:4][C:5]2[N:6]([C:8]([S:11]([N:22]3[CH2:27][CH2:26][O:25][CH2:24][CH2:23]3)(=[O:13])=[O:14])=[CH:9][N:10]=2)[N:7]=1. The catalyst class is: 286. (2) Reactant: [CH2:1]([OH:8])[C:2]1[CH:7]=[CH:6][CH:5]=[CH:4][CH:3]=1.[H-].[Na+].[H][H].Cl[C:14]1[C:15]([C:21]#[N:22])=[N:16][CH:17]=[C:18](Cl)[CH:19]=1. Product: [CH2:1]([O:8][C:14]1[C:15]([C:21]#[N:22])=[N:16][CH:17]=[C:18]([O:8][CH2:1][C:2]2[CH:7]=[CH:6][CH:5]=[CH:4][CH:3]=2)[CH:19]=1)[C:2]1[CH:7]=[CH:6][CH:5]=[CH:4][CH:3]=1. The catalyst class is: 1. (3) Reactant: [NH2:1][CH2:2][C:3]1[N:8]=[C:7]([OH:9])[C:6]([O:10][CH2:11][CH2:12][CH3:13])=[CH:5][CH:4]=1.CO[CH:16]=[C:17]1[C:26]2[C:21](=[CH:22][CH:23]=[C:24]([I:27])[CH:25]=2)[C:20](=[O:28])[NH:19][C:18]1=[O:29]. Product: [OH:9][C:7]1[N:8]=[C:3]([CH2:2][NH:1][CH:16]=[C:17]2[C:26]3[C:21](=[CH:22][CH:23]=[C:24]([I:27])[CH:25]=3)[C:20](=[O:28])[NH:19][C:18]2=[O:29])[CH:4]=[CH:5][C:6]=1[O:10][CH2:11][CH2:12][CH3:13]. The catalyst class is: 9. (4) Reactant: C([O:3][C:4](=[O:51])[C:5]1[CH:10]=[CH:9][CH:8]=[C:7]([O:11][CH2:12][CH2:13][CH2:14][N:15]2[C:19]3[CH:20]=[CH:21][CH:22]=[CH:23][C:18]=3[N:17]([CH2:24][C:25]3[CH:30]=[CH:29][C:28]([N:31]4[CH2:36][CH2:35][N:34]([CH2:37][C:38]5[CH:43]=[CH:42][CH:41]=[CH:40][C:39]=5[C:44]5[CH:49]=[CH:48][CH:47]=[CH:46][CH:45]=5)[CH2:33][CH2:32]4)=[CH:27][CH:26]=3)[C:16]2=[NH:50])[CH:6]=1)C.[OH-].[Na+]. Product: [C:39]1([C:44]2[CH:45]=[CH:46][CH:47]=[CH:48][CH:49]=2)[CH:40]=[CH:41][CH:42]=[CH:43][C:38]=1[CH2:37][N:34]1[CH2:33][CH2:32][N:31]([C:28]2[CH:27]=[CH:26][C:25]([CH2:24][N:17]3[C:18]4[CH:23]=[CH:22][CH:21]=[CH:20][C:19]=4[N:15]([CH2:14][CH2:13][CH2:12][O:11][C:7]4[CH:6]=[C:5]([CH:10]=[CH:9][CH:8]=4)[C:4]([OH:51])=[O:3])[C:16]3=[NH:50])=[CH:30][CH:29]=2)[CH2:36][CH2:35]1. The catalyst class is: 5. (5) Reactant: Br[C:2]1[C:3]([C:8]2[CH:13]=[CH:12][CH:11]=[CH:10][CH:9]=2)=[N:4][CH:5]=[N:6][CH:7]=1.Cl.[CH3:15][C:16]1([C:22]([O:24][CH3:25])=[O:23])[CH2:21][CH2:20][NH:19][CH2:18][CH2:17]1.CC1(C)C2C(=C(P(C3C=CC=CC=3)C3C=CC=CC=3)C=CC=2)OC2C(P(C3C=CC=CC=3)C3C=CC=CC=3)=CC=CC1=2.CC(C)([O-])C.[Na+]. Product: [CH3:15][C:16]1([C:22]([O:24][CH3:25])=[O:23])[CH2:21][CH2:20][N:19]([C:2]2[C:3]([C:8]3[CH:13]=[CH:12][CH:11]=[CH:10][CH:9]=3)=[N:4][CH:5]=[N:6][CH:7]=2)[CH2:18][CH2:17]1. The catalyst class is: 102.